Predict the product of the given reaction. From a dataset of Forward reaction prediction with 1.9M reactions from USPTO patents (1976-2016). Given the reactants [Cl:1][C:2]1[CH:3]=[C:4]([OH:9])[CH:5]=[CH:6][C:7]=1[Cl:8].[Br:10][CH2:11][CH2:12][CH2:13]Br.[OH-].[Na+], predict the reaction product. The product is: [Cl:1][C:2]1[CH:3]=[C:4]([CH:5]=[CH:6][C:7]=1[Cl:8])[O:9][CH2:13][CH2:12][CH2:11][Br:10].